This data is from Reaction yield outcomes from USPTO patents with 853,638 reactions. The task is: Predict the reaction yield, written as a fraction of the theoretical maximum amount of product (1.0 means a 100% yield; for example, 0.34 means a 34% yield). The reactants are CO[C:3]([C:5]1[N:6]=[CH:7][C:8]2[N:9]([CH:20]=[N:21][CH:22]=2)[C:10]=1[NH:11][C:12]1[CH:17]=[CH:16][C:15]([I:18])=[CH:14][C:13]=1[F:19])=[O:4].Cl.[CH2:24]([O:26][NH2:27])[CH3:25].C[Si](C)(C)[N-][Si](C)(C)C.[Li+]. The catalyst is C1COCC1. The product is [CH2:24]([O:26][NH:27][C:3]([C:5]1[N:6]=[CH:7][C:8]2[N:9]([CH:20]=[N:21][CH:22]=2)[C:10]=1[NH:11][C:12]1[CH:17]=[CH:16][C:15]([I:18])=[CH:14][C:13]=1[F:19])=[O:4])[CH3:25]. The yield is 0.191.